Task: Predict which catalyst facilitates the given reaction.. Dataset: Catalyst prediction with 721,799 reactions and 888 catalyst types from USPTO (1) Reactant: [OH:1][CH2:2][C:3]1([C:6]#[N:7])[CH2:5][CH2:4]1.[CH3:8][S:9](Cl)(=[O:11])=[O:10].C(N(CC)CC)C. Product: [CH3:8][S:9]([O:1][CH2:2][C:3]1([C:6]#[N:7])[CH2:5][CH2:4]1)(=[O:11])=[O:10]. The catalyst class is: 172. (2) Reactant: Br[C:2]1[C:3]([CH3:20])=[C:4]([CH3:19])[C:5]([C:8]2[C:9]([O:17][CH3:18])=[N:10][C:11]([CH:14]([CH3:16])[CH3:15])=[CH:12][CH:13]=2)=[N:6][CH:7]=1.[CH3:21][O:22][CH2:23][C@@H:24]([NH2:26])[CH3:25].C1C=CC(P(C2C(C3C(P(C4C=CC=CC=4)C4C=CC=CC=4)=CC=C4C=3C=CC=C4)=C3C(C=CC=C3)=CC=2)C2C=CC=CC=2)=CC=1.C(O[Na])(C)(C)C. Product: [CH3:21][O:22][CH2:23][C@@H:24]([NH:26][C:2]1[C:3]([CH3:20])=[C:4]([CH3:19])[C:5]([C:8]2[C:9]([O:17][CH3:18])=[N:10][C:11]([CH:14]([CH3:16])[CH3:15])=[CH:12][CH:13]=2)=[N:6][CH:7]=1)[CH3:25]. The catalyst class is: 491. (3) Reactant: [CH2:1]([O:8][C:9]([NH:11][C:12]1([CH2:16][C:17]([OH:19])=[O:18])[CH2:15][O:14][CH2:13]1)=[O:10])[C:2]1[CH:7]=[CH:6][CH:5]=[CH:4][CH:3]=1.Br[CH2:21][C:22]([C:24]1[CH:29]=[CH:28][C:27]([O:30][C:31]([F:34])([F:33])[F:32])=[CH:26][CH:25]=1)=[O:23].C(N(CC)CC)C. Product: [CH2:1]([O:8][C:9]([NH:11][C:12]1([CH2:16][C:17]([O:19][CH2:21][C:22](=[O:23])[C:24]2[CH:29]=[CH:28][C:27]([O:30][C:31]([F:32])([F:33])[F:34])=[CH:26][CH:25]=2)=[O:18])[CH2:13][O:14][CH2:15]1)=[O:10])[C:2]1[CH:7]=[CH:6][CH:5]=[CH:4][CH:3]=1. The catalyst class is: 13. (4) Reactant: [Cl:1][C:2]1[CH:3]=[CH:4][C:5]([OH:28])=[C:6]([CH:27]=1)/[CH:7]=[C:8]1/[C:9](=[O:26])[N:10]([S:16]([C:19]2[CH:24]=[CH:23][C:22]([Cl:25])=[CH:21][CH:20]=2)(=[O:18])=[O:17])[CH2:11][C:12](=[O:15])[NH:13][CH2:14]/1.ClC1C=CC(S(N)(=O)=O)=CC=1.C(=O)([O-])O.[Na+].[I-].[Na+].Br[CH2:48][C:49]([O:51][C:52]([CH3:55])([CH3:54])[CH3:53])=[O:50]. Product: [Cl:1][C:2]1[CH:3]=[CH:4][C:5]([O:28][CH2:48][C:49]([O:51][C:52]([CH3:55])([CH3:54])[CH3:53])=[O:50])=[C:6](/[CH:7]=[C:8]2\[CH2:14][NH:13][C:12](=[O:15])[CH2:11][N:10]([S:16]([C:19]3[CH:24]=[CH:23][C:22]([Cl:25])=[CH:21][CH:20]=3)(=[O:18])=[O:17])[C:9]\2=[O:26])[CH:27]=1. The catalyst class is: 42. (5) Reactant: Br[CH2:2][CH2:3][N:4]1[C:12]([S:13][C:14]2[CH:19]=[C:18]([Cl:20])[CH:17]=[C:16]([Cl:21])[CH:15]=2)=[N:11][C:10]2[C:5]1=[N:6][CH:7]=[N:8][C:9]=2[NH2:22].[CH:23]1([NH2:26])[CH2:25][CH2:24]1. Product: [CH:23]1([NH:26][CH2:2][CH2:3][N:4]2[C:12]([S:13][C:14]3[CH:19]=[C:18]([Cl:20])[CH:17]=[C:16]([Cl:21])[CH:15]=3)=[N:11][C:10]3[C:5]2=[N:6][CH:7]=[N:8][C:9]=3[NH2:22])[CH2:25][CH2:24]1. The catalyst class is: 3. (6) Reactant: [F:1][C:2]([F:19])([F:18])[C:3](=O)[CH2:4][C:5]([C:7]1[CH:12]=[CH:11][C:10]([N+:13]([O-:15])=[O:14])=[C:9]([CH3:16])[CH:8]=1)=O.[F:20][C:21]([F:26])([F:25])[CH2:22][NH:23][NH2:24].C1(C)C=CC(S(O)(=O)=O)=CC=1. Product: [CH3:16][C:9]1[CH:8]=[C:7]([C:5]2[N:23]([CH2:22][C:21]([F:26])([F:25])[F:20])[N:24]=[C:3]([C:2]([F:19])([F:18])[F:1])[CH:4]=2)[CH:12]=[CH:11][C:10]=1[N+:13]([O-:15])=[O:14]. The catalyst class is: 11. (7) Product: [CH2:26]([N:33]1[CH2:38][CH2:37][C@@H:36]([CH3:39])[C@@H:35]([NH:40][C:2]2[C:7]([C:8]([O:10][CH2:11][CH3:12])=[O:9])=[CH:6][N:5]=[C:4]([NH:67][CH2:66][C:60]3[CH:61]=[CH:62][C:63]([O:64][CH3:65])=[C:58]([O:57][CH3:56])[CH:59]=3)[C:3]=2[N+:14]([O-:16])=[O:15])[CH2:34]1)[C:27]1[CH:28]=[CH:29][CH:30]=[CH:31][CH:32]=1. Reactant: Cl[C:2]1[C:7]([C:8]([O:10][CH2:11][CH3:12])=[O:9])=[CH:6][N:5]=[C:4](Cl)[C:3]=1[N+:14]([O-:16])=[O:15].CCN(C(C)C)C(C)C.[CH2:26]([N:33]1[CH2:38][CH2:37][C@@H:36]([CH3:39])[C@@H:35]([NH2:40])[CH2:34]1)[C:27]1[CH:32]=[CH:31][CH:30]=[CH:29][CH:28]=1.C(N1CC[C@H](C)[C@H](N)C1)C1C=CC=CC=1.[CH3:56][O:57][C:58]1[CH:59]=[C:60]([CH2:66][NH2:67])[CH:61]=[CH:62][C:63]=1[O:64][CH3:65]. The catalyst class is: 37.